Dataset: Peptide-MHC class I binding affinity with 185,985 pairs from IEDB/IMGT. Task: Regression. Given a peptide amino acid sequence and an MHC pseudo amino acid sequence, predict their binding affinity value. This is MHC class I binding data. (1) The peptide sequence is MSSAMSMMH. The MHC is HLA-A02:01 with pseudo-sequence HLA-A02:01. The binding affinity (normalized) is 0.0847. (2) The peptide sequence is LTANESGRLI. The MHC is Mamu-A02 with pseudo-sequence Mamu-A02. The binding affinity (normalized) is 0.693. (3) The peptide sequence is RVRAYTYSK. The MHC is HLA-A11:01 with pseudo-sequence HLA-A11:01. The binding affinity (normalized) is 0.737. (4) The peptide sequence is EEQTDPKTL. The MHC is HLA-A31:01 with pseudo-sequence HLA-A31:01. The binding affinity (normalized) is 0.0847. (5) The peptide sequence is PEDPIEVALY. The MHC is HLA-A30:02 with pseudo-sequence HLA-A30:02. The binding affinity (normalized) is 0.343. (6) The peptide sequence is AYISSEATTPV. The MHC is HLA-A30:01 with pseudo-sequence HLA-A30:01. The binding affinity (normalized) is 0.0307.